The task is: Predict the reaction yield, written as a fraction of the theoretical maximum amount of product (1.0 means a 100% yield; for example, 0.34 means a 34% yield).. This data is from Reaction yield outcomes from USPTO patents with 853,638 reactions. The product is [Cl:1][C:2]1[C:3]([C:26]2[CH:66]=[N:67][N:28]3[CH:29]=[CH:34][CH:33]=[CH:32][C:27]=23)=[N:4][C:5]([NH:8][C:9]2[CH:14]=[C:13]([NH:44][C:45](=[O:47])[CH3:46])[CH:12]=[CH:11][C:10]=2[O:24][CH3:25])=[N:6][CH:7]=1. The reactants are [Cl:1][C:2]1[C:3]([C:26]2N3C=[CH:32][CH:33]=[CH:34][C:29]3=[N:28][CH:27]=2)=[N:4][C:5]([NH:8][C:9]2[CH:14]=[CH:13][C:12](CC(NC3CCNC3)=O)=[CH:11][C:10]=2[O:24][CH3:25])=[N:6][CH:7]=1.NC1C=C([NH:44][C:45](=[O:47])[CH3:46])C=CC=1OC.O.CC1C=CC(S(O)(=O)=O)=CC=1.C([O-])([O-])=O.[K+].[K+].[CH3:66][N:67]1C(=O)CCC1. The catalyst is C(Cl)Cl. The yield is 0.370.